From a dataset of Catalyst prediction with 721,799 reactions and 888 catalyst types from USPTO. Predict which catalyst facilitates the given reaction. (1) Product: [F:8][C:9]1[CH:19]=[CH:18][C:12]([C:13](=[O:14])[CH2:1][C:2]2[CH:7]=[CH:6][N:5]=[CH:4][N:3]=2)=[CH:11][CH:10]=1. The catalyst class is: 20. Reactant: [CH3:1][C:2]1[CH:7]=[CH:6][N:5]=[CH:4][N:3]=1.[F:8][C:9]1[CH:19]=[CH:18][C:12]([C:13](OCC)=[O:14])=[CH:11][CH:10]=1.C[Si]([N-][Si](C)(C)C)(C)C.[Li+]. (2) Reactant: [C:1]([C@H:5]1[CH2:10][CH2:9][C@H:8]([O:11][C:12]2[CH:13]=[C:14]3[C:19](=[CH:20][CH:21]=2)[CH:18]=[C:17](C=O)[CH:16]=[CH:15]3)[CH2:7][CH2:6]1)([CH3:4])([CH3:3])[CH3:2].[CH3:24][NH:25][CH2:26][C:27]([O:29][CH2:30][CH3:31])=[O:28].[BH3-][C:33]#N.[Na+]. Product: [C:1]([C@H:5]1[CH2:10][CH2:9][C@H:8]([O:11][C:12]2[CH:13]=[C:14]3[C:19](=[CH:20][CH:21]=2)[CH:18]=[C:17]([CH2:24][N:25]([CH3:33])[CH2:26][C:27]([O:29][CH2:30][CH3:31])=[O:28])[CH:16]=[CH:15]3)[CH2:7][CH2:6]1)([CH3:4])([CH3:2])[CH3:3]. The catalyst class is: 8. (3) Reactant: Cl[C:2]1[N:7]=[C:6]([C:8]2[CH:20]=[CH:19][C:11]3[N:12]=[C:13]([NH:15][C:16](=[O:18])[CH3:17])[S:14][C:10]=3[CH:9]=2)[CH:5]=[CH:4][N:3]=1.[Br-].[CH2:22]([Zn+])[C:23]1[CH:28]=[CH:27][CH:26]=[CH:25][CH:24]=1. Product: [CH2:22]([C:2]1[N:7]=[C:6]([C:8]2[CH:20]=[CH:19][C:11]3[N:12]=[C:13]([NH:15][C:16](=[O:18])[CH3:17])[S:14][C:10]=3[CH:9]=2)[CH:5]=[CH:4][N:3]=1)[C:23]1[CH:28]=[CH:27][CH:26]=[CH:25][CH:24]=1. The catalyst class is: 176.